Dataset: Full USPTO retrosynthesis dataset with 1.9M reactions from patents (1976-2016). Task: Predict the reactants needed to synthesize the given product. (1) Given the product [CH3:20][O:19][C:16]1[CH:17]=[CH:18][C:13]([CH2:12][C:11](=[O:10])[CH2:7][C:6]#[N:8])=[CH:14][C:15]=1[O:21][CH2:22][CH2:23][O:24][CH3:25], predict the reactants needed to synthesize it. The reactants are: C([Li])CCC.[C:6](#[N:8])[CH3:7].C[O:10][C:11](=O)[CH2:12][C:13]1[CH:18]=[CH:17][C:16]([O:19][CH3:20])=[C:15]([O:21][CH2:22][CH2:23][O:24][CH3:25])[CH:14]=1.[NH4+].[Cl-]. (2) Given the product [N+:1]([C:4]1[CH:5]=[CH:6][C:7]([C:10]2[N:11]([CH2:24][O:23][CH2:22][CH2:21][Si:18]([CH3:20])([CH3:19])[CH3:17])[CH:12]=[N:13][CH:14]=2)=[CH:8][CH:9]=1)([O-:3])=[O:2], predict the reactants needed to synthesize it. The reactants are: [N+:1]([C:4]1[CH:9]=[CH:8][C:7]([C:10]2[N:11]=[CH:12][NH:13][CH:14]=2)=[CH:6][CH:5]=1)([O-:3])=[O:2].[H-].[Na+].[CH3:17][Si:18]([CH2:21][CH2:22][O:23][CH2:24]Cl)([CH3:20])[CH3:19]. (3) Given the product [CH3:10][C:11]1[N:12]=[CH:13][S:14][C:15]=1[C:2]1[CH:9]=[CH:8][C:5]([C:6]#[N:7])=[CH:4][CH:3]=1, predict the reactants needed to synthesize it. The reactants are: Br[C:2]1[CH:9]=[CH:8][C:5]([C:6]#[N:7])=[CH:4][CH:3]=1.[CH3:10][C:11]1[N:12]=[CH:13][S:14][CH:15]=1.C([O-])(=O)C.[K+]. (4) Given the product [C:11]1([NH:10][C:5]2[C:4]([NH2:1])=[CH:9][CH:8]=[CH:7][N:6]=2)[CH:16]=[CH:15][CH:14]=[CH:13][CH:12]=1, predict the reactants needed to synthesize it. The reactants are: [N+:1]([C:4]1[C:5]([NH:10][C:11]2[CH:16]=[CH:15][CH:14]=[CH:13][CH:12]=2)=[N:6][CH:7]=[CH:8][CH:9]=1)([O-])=O.[Cl-].[NH4+].